This data is from Peptide-MHC class II binding affinity with 134,281 pairs from IEDB. The task is: Regression. Given a peptide amino acid sequence and an MHC pseudo amino acid sequence, predict their binding affinity value. This is MHC class II binding data. (1) The peptide sequence is GWGNGCGLFGKGSIV. The MHC is HLA-DQA10103-DQB10603 with pseudo-sequence HLA-DQA10103-DQB10603. The binding affinity (normalized) is 0. (2) The peptide sequence is DVALSEQGEFKLLSE. The MHC is DRB1_0701 with pseudo-sequence DRB1_0701. The binding affinity (normalized) is 0.308.